From a dataset of hERG potassium channel inhibition data for cardiac toxicity prediction from Karim et al.. Regression/Classification. Given a drug SMILES string, predict its toxicity properties. Task type varies by dataset: regression for continuous values (e.g., LD50, hERG inhibition percentage) or binary classification for toxic/non-toxic outcomes (e.g., AMES mutagenicity, cardiotoxicity, hepatotoxicity). Dataset: herg_karim. (1) The drug is COc1ccccc1N1CCN(CC(O)COc2ccc(C(F)(F)F)cc2)CC1. The result is 1 (blocker). (2) The molecule is O=C1CC2CN(c3ccc(N4C[C@H](Cn5ccnn5)OC4=O)cc3F)CC2C1. The result is 0 (non-blocker). (3) The drug is COc1ccc2c(c1)c(CC(=O)O)c(C)n2C(=O)c1ccc(Cl)cc1. The result is 0 (non-blocker). (4) The drug is N/C1=N/C(=O)[C@@H]2CCCN2c2ccc(cc2)OC/C=C\CNCC(=O)Nc2c(Cl)cc(cc2Cl)CN1. The result is 0 (non-blocker). (5) The drug is N#Cc1ccc(OC2CNC(C(=O)N3CCCN(C4CCCC4)CC3)C2)cc1. The result is 1 (blocker). (6) The drug is Cc1c(-c2ccc3cc(CCN4CCC[C@H]4C)ccc3n2)sc2nc3ccccc3n12. The result is 1 (blocker). (7) The drug is Cc1cc(Cl)cnc1C(=O)Nc1ccc2c(c1)C1(COC(N)=N1)C1(CC1)CO2. The result is 1 (blocker).